This data is from Full USPTO retrosynthesis dataset with 1.9M reactions from patents (1976-2016). The task is: Predict the reactants needed to synthesize the given product. (1) Given the product [CH3:1][N:2]1[C:6]([CH2:7][C:8]([OH:23])=[O:21])=[CH:5][C:4]([C:10]2[CH:15]=[CH:14][C:13]([O:16][C:17]([F:20])([F:19])[F:18])=[CH:12][CH:11]=2)=[N:3]1, predict the reactants needed to synthesize it. The reactants are: [CH3:1][N:2]1[C:6]([CH2:7][C:8]#N)=[CH:5][C:4]([C:10]2[CH:15]=[CH:14][C:13]([O:16][C:17]([F:20])([F:19])[F:18])=[CH:12][CH:11]=2)=[N:3]1.[OH-:21].[Na+].[OH2:23].Cl. (2) The reactants are: C[O:2][C:3](=[O:29])[CH2:4][C:5]1[C:9]2[C:10]([Cl:27])=[CH:11][C:12]([O:14][CH2:15][C:16]3[C:17]([CH3:26])=[N:18][C:19]([C:22]([F:25])([F:24])[F:23])=[CH:20][CH:21]=3)=[CH:13][C:8]=2[S:7][C:6]=1[CH3:28].C1COCC1.[OH-].[Na+].Cl. Given the product [Cl:27][C:10]1[C:9]2[C:5]([CH2:4][C:3]([OH:29])=[O:2])=[C:6]([CH3:28])[S:7][C:8]=2[CH:13]=[C:12]([O:14][CH2:15][C:16]2[C:17]([CH3:26])=[N:18][C:19]([C:22]([F:23])([F:25])[F:24])=[CH:20][CH:21]=2)[CH:11]=1, predict the reactants needed to synthesize it. (3) Given the product [F:9][C:4]1[CH:3]=[C:2]([CH:7]=[C:6]([F:8])[CH:5]=1)[C:16]([C:15]1[CH:21]=[CH:22][C:12]([O:11][CH3:10])=[CH:13][CH:14]=1)=[O:17], predict the reactants needed to synthesize it. The reactants are: Br[C:2]1[CH:7]=[C:6]([F:8])[CH:5]=[C:4]([F:9])[CH:3]=1.[CH3:10][O:11][C:12]1[CH:22]=[CH:21][C:15]([C:16](C(Cl)=O)=[O:17])=[CH:14][CH:13]=1. (4) Given the product [CH2:1]([O:5][C:6]1[C:7]([C:17]([CH3:20])([CH3:19])[CH3:18])=[CH:8][C:9]([C:13]([CH3:16])([CH3:15])[CH3:14])=[CH:10][C:11]=1[B:26]([OH:29])[OH:27])[CH2:2][CH2:3][CH3:4], predict the reactants needed to synthesize it. The reactants are: [CH2:1]([O:5][C:6]1[C:11](I)=[CH:10][C:9]([C:13]([CH3:16])([CH3:15])[CH3:14])=[CH:8][C:7]=1[C:17]([CH3:20])([CH3:19])[CH3:18])[CH2:2][CH2:3][CH3:4].C([Li])(C)(C)C.[B:26](OC)([O:29]C)[O:27]C. (5) Given the product [OH:52][CH2:51][CH2:50][NH:49][C:44](=[O:46])[C:43]([CH3:47])([CH3:48])[CH2:42][C@@H:11]1[CH2:10][C@H:9]([C:6]2[CH:7]=[CH:8][C:3]([O:2][CH3:1])=[CH:4][CH:5]=2)[C@@H:14]([O:15][CH2:16][C:17]2[CH:18]=[CH:19][C:20]3[O:25][CH2:24][CH2:23][N:22]([CH2:26][CH2:27][CH2:28][O:29][CH3:30])[C:21]=3[CH:31]=2)[CH2:13][N:12]1[S:32]([C:35]1[CH:36]=[CH:37][C:38]([CH3:41])=[CH:39][CH:40]=1)(=[O:33])=[O:34], predict the reactants needed to synthesize it. The reactants are: [CH3:1][O:2][C:3]1[CH:8]=[CH:7][C:6]([C@@H:9]2[C@@H:14]([O:15][CH2:16][C:17]3[CH:18]=[CH:19][C:20]4[O:25][CH2:24][CH2:23][N:22]([CH2:26][CH2:27][CH2:28][O:29][CH3:30])[C:21]=4[CH:31]=3)[CH2:13][N:12]([S:32]([C:35]3[CH:40]=[CH:39][C:38]([CH3:41])=[CH:37][CH:36]=3)(=[O:34])=[O:33])[C@H:11]([CH2:42][C:43]([CH3:48])([CH3:47])[C:44]([OH:46])=O)[CH2:10]2)=[CH:5][CH:4]=1.[NH2:49][CH2:50][CH2:51][OH:52].